From a dataset of Full USPTO retrosynthesis dataset with 1.9M reactions from patents (1976-2016). Predict the reactants needed to synthesize the given product. (1) Given the product [Cl:27][C:26]1[C:4]2[CH2:1][CH:19]=[CH:18][CH2:17][CH2:16][C:15]3[CH:14]=[C:13]([CH3:20])[N:12]=[C:11]([O:21][CH3:22])[C:10]=3[CH2:9][NH:8][C:6](=[O:7])[C:5]=2[CH:23]=[CH:24][N:25]=1, predict the reactants needed to synthesize it. The reactants are: [CH2:1]([C:4]1[C:26]([Cl:27])=[N:25][CH:24]=[CH:23][C:5]=1[C:6]([NH:8][CH2:9][C:10]1[C:11]([O:21][CH3:22])=[N:12][C:13]([CH3:20])=[CH:14][C:15]=1[CH2:16][CH2:17][CH:18]=[CH2:19])=[O:7])C=C.CO.[NH4+].[OH-]. (2) Given the product [F:28][C:27]([F:30])([F:29])[C:39]([OH:41])=[O:40].[CH3:1][N:2]1[CH2:7][CH2:6][N:5]([CH2:8][C:9]2[CH:10]=[CH:11][C:12]3[N:34]=[CH:39][N:15]([C:16]4[S:17][C:18]([C:31]([NH2:33])=[O:32])=[C:19]([C:21]5[CH:26]=[CH:25][C:24]([C:27]([F:30])([F:29])[F:28])=[CH:23][CH:22]=5)[N:20]=4)[C:13]=3[CH:14]=2)[CH2:4][CH2:3]1, predict the reactants needed to synthesize it. The reactants are: [CH3:1][N:2]1[CH2:7][CH2:6][N:5]([CH2:8][C:9]2[CH:10]=[CH:11][C:12]([N+:34]([O-])=O)=[C:13]([NH:15][C:16]3[S:17][C:18]([C:31]([NH2:33])=[O:32])=[C:19]([C:21]4[CH:26]=[CH:25][C:24]([C:27]([F:30])([F:29])[F:28])=[CH:23][CH:22]=4)[N:20]=3)[CH:14]=2)[CH2:4][CH2:3]1.[H][H].[CH:39]([OH:41])=[O:40]. (3) The reactants are: [N:1]1[CH:6]=[CH:5][C:4]([C:7]2[CH:14]=[CH:13][CH:12]=[CH:11][C:8]=2[CH:9]=[O:10])=[CH:3][CH:2]=1.[BH4-].[Na+]. Given the product [N:1]1[CH:6]=[CH:5][C:4]([C:7]2[CH:14]=[CH:13][CH:12]=[CH:11][C:8]=2[CH2:9][OH:10])=[CH:3][CH:2]=1, predict the reactants needed to synthesize it. (4) Given the product [C:1]([O:5][C:6](=[O:34])[NH:7][C:8]1([C:12]2[CH:17]=[CH:16][C:15]([C:18]3[N:19]=[C:20]4[CH:25]=[C:24]([C:46]5[CH:45]=[CH:44][NH:43][N:42]=5)[CH:23]=[CH:22][N:21]4[C:27]=3[C:28]3[CH:33]=[CH:32][CH:31]=[CH:30][CH:29]=3)=[CH:14][CH:13]=2)[CH2:11][CH2:10][CH2:9]1)([CH3:4])([CH3:3])[CH3:2], predict the reactants needed to synthesize it. The reactants are: [C:1]([O:5][C:6](=[O:34])[NH:7][C:8]1([C:12]2[CH:17]=[CH:16][C:15]([C:18]3[N:19]=[C:20]4[CH:25]=[C:24](Br)[CH:23]=[CH:22][N:21]4[C:27]=3[C:28]3[CH:33]=[CH:32][CH:31]=[CH:30][CH:29]=3)=[CH:14][CH:13]=2)[CH2:11][CH2:10][CH2:9]1)([CH3:4])([CH3:3])[CH3:2].C(OC([N:42]1[C:46](B(O)O)=[CH:45][CH:44]=[N:43]1)=O)(C)(C)C.C([O-])([O-])=O.[Na+].[Na+].[NH4+].[Cl-]. (5) Given the product [C:2]1([P:8]([CH2:15][S:16][C:17](=[O:19])[CH3:18])[C:9]2[CH:10]=[CH:11][CH:12]=[CH:13][CH:14]=2)[CH:3]=[CH:4][CH:5]=[CH:6][CH:7]=1, predict the reactants needed to synthesize it. The reactants are: B.[C:2]1([P:8]([CH2:15][S:16][C:17](=[O:19])[CH3:18])[C:9]2[CH:14]=[CH:13][CH:12]=[CH:11][CH:10]=2)[CH:7]=[CH:6][CH:5]=[CH:4][CH:3]=1.C1N2CCN(CC2)C1. (6) Given the product [F:23][C:21]1[CH:20]=[C:19]([C:24]2[CH:29]=[N:28][C:27]([NH:30][C:13]([C@H:10]3[CH2:9][CH2:8][C@@H:7]([N:6]4[CH2:5][CH2:4][O:3][C:2]4=[O:1])[CH2:12][CH2:11]3)=[O:15])=[N:26][CH:25]=2)[CH:18]=[C:17]([F:16])[CH:22]=1, predict the reactants needed to synthesize it. The reactants are: [O:1]=[C:2]1[N:6]([C@@H:7]2[CH2:12][CH2:11][C@H:10]([C:13]([OH:15])=O)[CH2:9][CH2:8]2)[CH2:5][CH2:4][O:3]1.[F:16][C:17]1[CH:18]=[C:19]([C:24]2[CH:25]=[N:26][C:27]([NH2:30])=[N:28][CH:29]=2)[CH:20]=[C:21]([F:23])[CH:22]=1. (7) Given the product [F:1][C:2]1[C:7]([C:8]2[CH:13]=[CH:12][CH:11]=[C:10]([CH2:14][N:15]3[CH2:20][CH2:19][NH:18][C@@H:17]([CH3:21])[CH2:16]3)[CH:9]=2)=[CH:6][C:5]([CH2:22][NH:23][CH2:24][C:25]2[CH:30]=[CH:29][CH:28]=[C:27]([CH2:31][CH:32]3[CH2:37][CH2:36][NH:35][CH2:34][CH2:33]3)[CH:26]=2)=[CH:4][CH:3]=1, predict the reactants needed to synthesize it. The reactants are: [F:1][C:2]1[C:7]([C:8]2[CH:13]=[CH:12][CH:11]=[C:10]([CH2:14][N:15]3[CH2:20][CH2:19][NH:18][C@@H:17]([CH3:21])[CH2:16]3)[CH:9]=2)=[CH:6][C:5]([CH2:22][NH:23][C:24](=O)[C:25]2[CH:30]=[CH:29][CH:28]=[C:27]([CH2:31][CH:32]3[CH2:37][CH2:36][NH:35][CH2:34][CH2:33]3)[CH:26]=2)=[CH:4][CH:3]=1.[H-].[Al+3].[Li+].[H-].[H-].[H-].